This data is from Catalyst prediction with 721,799 reactions and 888 catalyst types from USPTO. The task is: Predict which catalyst facilitates the given reaction. (1) Reactant: [F:1][C:2]1[CH:3]=[N:4][C:5]2[C:10]([C:11]=1[CH:12]([CH3:31])[C:13]([C:15]13[CH2:22][CH2:21][C:18]([NH:23][C:24](=[O:30])[O:25][C:26]([CH3:29])([CH3:28])[CH3:27])([CH2:19][CH2:20]1)[CH2:17][O:16]3)=[O:14])=[N:9][C:8]([O:32][CH3:33])=[CH:7][CH:6]=2.[BH4-].[Na+]. Product: [F:1][C:2]1[CH:3]=[N:4][C:5]2[C:10]([C:11]=1[CH:12]([CH3:31])[CH:13]([C:15]13[CH2:20][CH2:19][C:18]([NH:23][C:24](=[O:30])[O:25][C:26]([CH3:27])([CH3:29])[CH3:28])([CH2:21][CH2:22]1)[CH2:17][O:16]3)[OH:14])=[N:9][C:8]([O:32][CH3:33])=[CH:7][CH:6]=2. The catalyst class is: 125. (2) Reactant: [ClH:1].[CH3:2][C:3]1[N:8]=[C:7]([CH2:9]O)[CH:6]=[CH:5][CH:4]=1. Product: [Cl:1][CH2:9][C:7]1[CH:6]=[CH:5][CH:4]=[C:3]([CH3:2])[N:8]=1. The catalyst class is: 820. (3) Reactant: [H-].[H-].[H-].[H-].[Li+].[Al+3].[CH3:7][C:8]([CH3:26])([CH3:25])[C@H:9]([NH:17][C:18](=O)OC(C)(C)C)[C:10](=O)[N:11]1[CH2:15][CH2:14][CH2:13][CH2:12]1.O.[OH-].[Na+]. Product: [CH3:18][NH:17][C@@H:9]([C:8]([CH3:26])([CH3:25])[CH3:7])[CH2:10][N:11]1[CH2:15][CH2:14][CH2:13][CH2:12]1. The catalyst class is: 1. (4) Reactant: [Cl:1][C:2]1[CH:3]=[C:4]([CH:9]2[C:18]3[C:13](=[CH:14][CH:15]=[CH:16][CH:17]=3)[CH2:12][CH:11]([NH:19][CH3:20])[CH2:10]2)[CH:5]=[CH:6][C:7]=1[Cl:8].[CH2:21]=O. Product: [Cl:1][C:2]1[CH:3]=[C:4]([CH:9]2[C:18]3[C:13](=[CH:14][CH:15]=[CH:16][CH:17]=3)[CH2:12][CH:11]([N:19]([CH3:21])[CH3:20])[CH2:10]2)[CH:5]=[CH:6][C:7]=1[Cl:8]. The catalyst class is: 106. (5) Reactant: [Cl-].O[NH3+:3].[C:4](=[O:7])([O-])[OH:5].[Na+].CS(C)=O.[CH3:13][C:14]1[N:51]=[C:17]2[N:18]([C:41]3[CH:42]=[CH:43][C:44]4[O:48][CH:47]([CH3:49])[CH2:46][C:45]=4[CH:50]=3)[C:19](=[O:40])[C:20]([CH2:25][C:26]3[CH:31]=[CH:30][C:29]([C:32]4[C:33]([C:38]#[N:39])=[CH:34][CH:35]=[CH:36][CH:37]=4)=[CH:28][CH:27]=3)=[C:21]([CH2:22][CH2:23][CH3:24])[N:16]2[N:15]=1. Product: [CH3:13][C:14]1[N:51]=[C:17]2[N:18]([C:41]3[CH:42]=[CH:43][C:44]4[O:48][CH:47]([CH3:49])[CH2:46][C:45]=4[CH:50]=3)[C:19](=[O:40])[C:20]([CH2:25][C:26]3[CH:27]=[CH:28][C:29]([C:32]4[CH:37]=[CH:36][CH:35]=[CH:34][C:33]=4[C:38]4[NH:3][C:4](=[O:7])[O:5][N:39]=4)=[CH:30][CH:31]=3)=[C:21]([CH2:22][CH2:23][CH3:24])[N:16]2[N:15]=1. The catalyst class is: 13.